From a dataset of Reaction yield outcomes from USPTO patents with 853,638 reactions. Predict the reaction yield, written as a fraction of the theoretical maximum amount of product (1.0 means a 100% yield; for example, 0.34 means a 34% yield). (1) The reactants are [CH2:1]([O:3][C:4]([C:6]1[N:7]([CH3:27])[CH:8]=[C:9]([C:25]#[N:26])[C:10]=1[C:11]1[CH:16]=[CH:15][C:14]([O:17][CH2:18][C:19]2[CH:24]=[CH:23][CH:22]=[CH:21][CH:20]=2)=[CH:13][CH:12]=1)=[O:5])[CH3:2].C1C(=O)N([Br:35])C(=O)C1.O. The catalyst is C1COCC1. The product is [CH2:1]([O:3][C:4]([C:6]1[N:7]([CH3:27])[C:8]([Br:35])=[C:9]([C:25]#[N:26])[C:10]=1[C:11]1[CH:16]=[CH:15][C:14]([O:17][CH2:18][C:19]2[CH:24]=[CH:23][CH:22]=[CH:21][CH:20]=2)=[CH:13][CH:12]=1)=[O:5])[CH3:2]. The yield is 0.600. (2) The reactants are [NH2:1][CH2:2][CH2:3][CH2:4][OH:5].[CH:6]([S:8]([CH:11]=[CH2:12])(=[O:10])=[O:9])=[CH2:7]. No catalyst specified. The product is [O:9]=[S:8]1(=[O:10])[CH2:11][CH2:12][N:1]([CH2:2][CH2:3][CH2:4][OH:5])[CH2:7][CH2:6]1. The yield is 0.900. (3) The yield is 0.960. The reactants are [CH3:1][N:2]1[C@H:7]2[CH2:8][CH2:9][CH:3]1[C:4]([C:10]([O:12]C)=[O:11])=[CH:5][CH2:6]2.[OH-].[K+]. The product is [CH3:1][N:2]1[C@H:7]2[CH2:8][CH2:9][CH:3]1[C:4]([C:10]([OH:12])=[O:11])=[CH:5][CH2:6]2. The catalyst is Cl. (4) The reactants are [CH2:1]([N:3]([CH:14]1[CH2:19][CH2:18][O:17][CH2:16][CH2:15]1)[C:4]1[N:8]([CH3:9])[N:7]=[C:6]([C:10]([OH:12])=O)[C:5]=1[CH3:13])[CH3:2].[NH2:20][CH2:21][C:22]1[C:23](=[O:30])[NH:24][C:25]([CH3:29])=[CH:26][C:27]=1[CH3:28].C1C=NC2N(O)N=NC=2C=1.C(Cl)CCl.CN1CCOCC1. The catalyst is O.CS(C)=O. The product is [CH3:28][C:27]1[CH:26]=[C:25]([CH3:29])[NH:24][C:23](=[O:30])[C:22]=1[CH2:21][NH:20][C:10]([C:6]1[C:5]([CH3:13])=[C:4]([N:3]([CH2:1][CH3:2])[CH:14]2[CH2:19][CH2:18][O:17][CH2:16][CH2:15]2)[N:8]([CH3:9])[N:7]=1)=[O:12]. The yield is 0.770. (5) The reactants are [BH4-].[Na+].[Br:3][C:4]1[C:5]([O:15][CH3:16])=[C:6]([C:12](=[O:14])[CH3:13])[CH:7]=[C:8]([Cl:11])[C:9]=1[CH3:10]. The catalyst is CO. The product is [Br:3][C:4]1[C:5]([O:15][CH3:16])=[C:6]([CH:12]([OH:14])[CH3:13])[CH:7]=[C:8]([Cl:11])[C:9]=1[CH3:10]. The yield is 0.900. (6) The reactants are [OH:1][NH:2][C:3](=O)[CH3:4].C[N:7](C=O)C.CC([O-])(C)C.[K+].[Br:17][C:18]1[CH:19]=C[C:21](F)=[C:22]([CH:25]=1)C#N. The catalyst is [Cl-].[Na+].O.C(Cl)Cl. The product is [Br:17][C:18]1[CH:25]=[CH:22][C:21]2[O:1][N:2]=[C:3]([NH2:7])[C:4]=2[CH:19]=1. The yield is 0.620. (7) The reactants are [N:1]1([C:7]([C:9]2[N:10]([CH2:21][C:22]([F:25])([F:24])[F:23])[C:11]3[C:16]([CH:17]=2)=[CH:15][C:14]([C:18]([OH:20])=O)=[CH:13][CH:12]=3)=[O:8])[CH2:6][CH2:5][O:4][CH2:3][CH2:2]1.[CH:26]1([N:31]2[CH2:36][CH2:35][NH:34][CH2:33][CH2:32]2)[CH2:30][CH2:29][CH2:28][CH2:27]1. No catalyst specified. The product is [CH:26]1([N:31]2[CH2:32][CH2:33][N:34]([C:18]([C:14]3[CH:15]=[C:16]4[C:11](=[CH:12][CH:13]=3)[N:10]([CH2:21][C:22]([F:25])([F:24])[F:23])[C:9]([C:7]([N:1]3[CH2:2][CH2:3][O:4][CH2:5][CH2:6]3)=[O:8])=[CH:17]4)=[O:20])[CH2:35][CH2:36]2)[CH2:27][CH2:28][CH2:29][CH2:30]1. The yield is 0.490. (8) The reactants are CC1(C)[O:6][C@@H:5]([C@@H:7]2[C@@H:11]3[O:12]C(C)(C)[O:14][C@:10]3([CH3:17])[CH:9]([OH:18])[O:8]2)[CH2:4][O:3]1. The catalyst is O.O1CCOCC1. The product is [OH:12][CH2:11][C@H:7]1[O:8][CH:9]([OH:18])[C@@:10]([CH3:17])([OH:14])[C@@H:4]([OH:3])[C@@H:5]1[OH:6]. The yield is 0.980. (9) The yield is 0.342. The product is [C:18]([N:13]1[CH2:12][C:11]2[C:15](=[CH:16][CH:17]=[C:9]([NH:8][C:5]3[N:4]=[C:3]([NH:25][C@@H:26]4[CH2:31][CH2:30][CH2:29][N:28]([C:32](=[O:35])[CH:33]=[CH2:34])[CH2:27]4)[C:2]([F:1])=[CH:7][N:6]=3)[CH:10]=2)[CH2:14]1)(=[O:38])[CH3:19]. The catalyst is C(Cl)Cl. The reactants are [F:1][C:2]1[C:3]([NH:25][C@@H:26]2[CH2:31][CH2:30][CH2:29][N:28]([C:32](=[O:35])[CH:33]=[CH2:34])[CH2:27]2)=[N:4][C:5]([NH:8][C:9]2[CH:10]=[C:11]3[C:15](=[CH:16][CH:17]=2)[CH2:14][N:13]([CH2:18][CH:19]2CCNCC2)[CH2:12]3)=[N:6][CH:7]=1.C(Cl)(=[O:38])C. (10) The catalyst is CN(C=O)C.CCOC(C)=O.CCCCCC. The yield is 0.760. The product is [C:1]([O:5][C:6](=[O:28])[NH:7][CH2:8][CH2:9][CH2:10][CH2:11][N:12]1[C:21]2[CH:20]=[CH:19][C:18]([Br:22])=[CH:17][C:16]=2[C:15]2[NH:30][N:31]=[C:24]([CH3:25])[C:14]=2[C:13]1=[O:27])([CH3:4])([CH3:2])[CH3:3]. The reactants are [C:1]([O:5][C:6](=[O:28])[NH:7][CH2:8][CH2:9][CH2:10][CH2:11][N:12]1[C:21]2[C:16](=[CH:17][C:18]([Br:22])=[CH:19][CH:20]=2)[C:15](O)=[C:14]([C:24](=O)[CH3:25])[C:13]1=[O:27])([CH3:4])([CH3:3])[CH3:2].O.[NH2:30][NH2:31].